Dataset: Catalyst prediction with 721,799 reactions and 888 catalyst types from USPTO. Task: Predict which catalyst facilitates the given reaction. (1) Reactant: [F:1][C:2]1[CH:7]=[CH:6][C:5]([NH:8][CH2:9][C:10]2[S:14][C:13]([N:15]3[CH2:19][CH2:18][CH2:17][CH2:16]3)=[N:12][CH:11]=2)=[CH:4][CH:3]=1.C(N(CC)CC)C.[CH3:27][C:28]([CH3:33])([CH3:32])[C:29](Cl)=[O:30]. Product: [F:1][C:2]1[CH:7]=[CH:6][C:5]([N:8]([CH2:9][C:10]2[S:14][C:13]([N:15]3[CH2:19][CH2:18][CH2:17][CH2:16]3)=[N:12][CH:11]=2)[C:29](=[O:30])[C:28]([CH3:33])([CH3:32])[CH3:27])=[CH:4][CH:3]=1. The catalyst class is: 452. (2) Reactant: [CH3:1][O:2][C:3]1[C:4]2[N:5]([N:19]=[C:20]([C:22]3([C:25]([OH:27])=[O:26])[CH2:24][CH2:23]3)[N:21]=2)[C:6]([C:9]2[CH:10]=[C:11]3[C:15](=[CH:16][CH:17]=2)[C:14](=[O:18])[O:13][CH2:12]3)=[CH:7][CH:8]=1.[CH3:28][C@@H:29](O)[CH2:30][CH3:31].CCN=C=NCCCN(C)C.Cl. Product: [CH3:28][C@@H:29]([O:26][C:25]([C:22]1([C:20]2[N:21]=[C:4]3[C:3]([O:2][CH3:1])=[CH:8][CH:7]=[C:6]([C:9]4[CH:10]=[C:11]5[C:15](=[CH:16][CH:17]=4)[C:14](=[O:18])[O:13][CH2:12]5)[N:5]3[N:19]=2)[CH2:23][CH2:24]1)=[O:27])[CH2:30][CH3:31]. The catalyst class is: 79. (3) Reactant: Br[C:2]1[CH:3]=[N:4][CH:5]=[C:6]2[C:11]=1[N:10]=[C:9]([C:12]([NH:14][CH2:15][C:16]([CH3:19])([CH3:18])[CH3:17])=[O:13])[CH:8]=[CH:7]2.[F:20][C:21]1[CH:26]=[C:25]([F:27])[CH:24]=[CH:23][C:22]=1B(O)O.C(=O)([O-])[O-].[Cs+].[Cs+]. Product: [F:20][C:21]1[CH:26]=[C:25]([F:27])[CH:24]=[CH:23][C:22]=1[C:2]1[CH:3]=[N:4][CH:5]=[C:6]2[C:11]=1[N:10]=[C:9]([C:12]([NH:14][CH2:15][C:16]([CH3:19])([CH3:18])[CH3:17])=[O:13])[CH:8]=[CH:7]2. The catalyst class is: 688. (4) Reactant: [C:1]([C:3]1[CH:8]=[C:7]([N+:9]([O-])=O)[CH:6]=[CH:5][C:4]=1[NH:12][C:13](=[O:19])[O:14][C:15]([CH3:18])([CH3:17])[CH3:16])#[N:2].C([O-])=O.[NH4+]. Product: [NH2:9][C:7]1[CH:6]=[CH:5][C:4]([NH:12][C:13](=[O:19])[O:14][C:15]([CH3:16])([CH3:17])[CH3:18])=[C:3]([C:1]#[N:2])[CH:8]=1. The catalyst class is: 29. (5) Reactant: [CH3:1][C:2]1[CH:7]=[C:6]([CH3:8])[N:5]=[C:4]([NH:9][C:10]2[CH:15]=[CH:14][C:13]([CH2:16][CH2:17][NH:18][C:19](=[O:27])OC3C=CC=CC=3)=[CH:12][CH:11]=2)[C:3]=1[N+:28]([O-:30])=[O:29].[CH3:31][C:32]1[CH:33]=[CH:34][C:35]([S:38]([NH2:41])(=[O:40])=[O:39])=[CH:36][CH:37]=1.[H-].[Na+].O. Product: [CH3:1][C:2]1[CH:7]=[C:6]([CH3:8])[N:5]=[C:4]([NH:9][C:10]2[CH:15]=[CH:14][C:13]([CH2:16][CH2:17][NH:18][C:19]([NH:41][S:38]([C:35]3[CH:36]=[CH:37][C:32]([CH3:31])=[CH:33][CH:34]=3)(=[O:39])=[O:40])=[O:27])=[CH:12][CH:11]=2)[C:3]=1[N+:28]([O-:30])=[O:29]. The catalyst class is: 3. (6) Reactant: [C:1]([C:4]1[C:22](=[O:23])[C@@:8]2([CH3:24])[C:9]3[C:15]([OH:16])=[CH:14][C:13]([O:17][CH3:18])=[C:12]([C:19]([NH2:21])=[O:20])[C:10]=3[O:11][C:7]2=[CH:6][C:5]=1[OH:25])(=[O:3])[CH3:2].[CH3:26][O:27][C:28]1[C:37]2[C:32](=[CH:33][CH:34]=[CH:35][CH:36]=2)[C:31]([CH:38]=O)=[CH:30][CH:29]=1.C([SiH](CC)CC)C.FC(F)(F)C(O)=O. Product: [C:1]([C:4]1[C:22](=[O:23])[C@@:8]2([CH3:24])[C:9]3[C:15]([OH:16])=[CH:14][C:13]([O:17][CH3:18])=[C:12]([C:19]([NH:21][CH2:38][C:31]4[C:32]5[C:37](=[CH:36][CH:35]=[CH:34][CH:33]=5)[C:28]([O:27][CH3:26])=[CH:29][CH:30]=4)=[O:20])[C:10]=3[O:11][C:7]2=[CH:6][C:5]=1[OH:25])(=[O:3])[CH3:2]. The catalyst class is: 10.